Dataset: Peptide-MHC class I binding affinity with 185,985 pairs from IEDB/IMGT. Task: Regression. Given a peptide amino acid sequence and an MHC pseudo amino acid sequence, predict their binding affinity value. This is MHC class I binding data. (1) The peptide sequence is RTFDRFFEE. The MHC is HLA-A24:03 with pseudo-sequence HLA-A24:03. The binding affinity (normalized) is 0.0847. (2) The MHC is H-2-Ld with pseudo-sequence H-2-Ld. The binding affinity (normalized) is 0. The peptide sequence is SLDSWWTSL.